The task is: Predict the reaction yield, written as a fraction of the theoretical maximum amount of product (1.0 means a 100% yield; for example, 0.34 means a 34% yield).. This data is from Reaction yield outcomes from USPTO patents with 853,638 reactions. (1) The product is [C:14]([C:13]1[CH:16]=[CH:17][C:10]([NH:9][C:4]2[N:3]=[C:2]([NH:18][C:19]3[C:20]([CH3:28])=[CH:21][C:22]([C:23]#[N:24])=[CH:25][C:26]=3[CH3:27])[C:7]([CH3:8])=[CH:6][N:5]=2)=[CH:11][CH:12]=1)#[N:15]. The yield is 0.290. The catalyst is C(Cl)Cl.O1CCOCC1.CN1CCCC1=O. The reactants are Cl[C:2]1[C:7]([CH3:8])=[CH:6][N:5]=[C:4]([NH:9][C:10]2[CH:17]=[CH:16][C:13]([C:14]#[N:15])=[CH:12][CH:11]=2)[N:3]=1.[NH2:18][C:19]1[C:26]([CH3:27])=[CH:25][C:22]([C:23]#[N:24])=[CH:21][C:20]=1[CH3:28].C(N(C(C)C)CC)(C)C.[OH-].[Na+]. (2) The product is [CH3:22][O:23][C:24]1[CH:25]=[C:26]([C:32]([C:34]2[CH:39]=[CH:38][CH:37]=[C:36]([O:40][CH3:41])[CH:35]=2)=[CH:9][C:10]#[N:11])[CH:27]=[C:28]([O:30][CH3:31])[CH:29]=1. The catalyst is C1COCC1. The reactants are C(OP([CH2:9][C:10]#[N:11])(=O)OCC)C.C[Si]([N-][Si](C)(C)C)(C)C.[Li+].[CH3:22][O:23][C:24]1[CH:25]=[C:26]([C:32]([C:34]2[CH:39]=[CH:38][CH:37]=[C:36]([O:40][CH3:41])[CH:35]=2)=O)[CH:27]=[C:28]([O:30][CH3:31])[CH:29]=1. The yield is 0.960. (3) The reactants are Br[C:2]1[CH:7]=[CH:6][C:5]([CH2:8][C:9]([OH:11])=[O:10])=[CH:4][CH:3]=1.[S:12]1[CH:16]=[CH:15][C:14](B(O)O)=[CH:13]1.C([O-])(O)=O.[Na+]. The catalyst is COCCOC.O.Cl[Pd](Cl)([P](C1C=CC=CC=1)(C1C=CC=CC=1)C1C=CC=CC=1)[P](C1C=CC=CC=1)(C1C=CC=CC=1)C1C=CC=CC=1. The product is [S:12]1[CH:16]=[CH:15][C:14]([C:2]2[CH:7]=[CH:6][C:5]([CH2:8][C:9]([OH:11])=[O:10])=[CH:4][CH:3]=2)=[CH:13]1. The yield is 0.510. (4) The reactants are [CH2:1](I)[CH3:2].[Cl:4][C:5]1[CH:6]=[C:7]([N:22]2[CH:26]=[N:25][C:24]([C:27]([N:29]([OH:44])[CH2:30][C:31]3[CH:36]=[CH:35][C:34]([O:37][C:38]4[CH:43]=[CH:42][CH:41]=[CH:40][CH:39]=4)=[CH:33][CH:32]=3)=[O:28])=[N:23]2)[CH:8]=[C:9]([Cl:21])[C:10]=1[O:11]CC1C=CC(OC)=CC=1.C[Si](C)(C)[N-][Si](C)(C)C.[Na+].O. The catalyst is C1COCC1.CN(C=O)C. The product is [Cl:4][C:5]1[CH:6]=[C:7]([N:22]2[CH:26]=[N:25][C:24]([C:27]([N:29]([O:44][CH2:1][CH3:2])[CH2:30][C:31]3[CH:32]=[CH:33][C:34]([O:37][C:38]4[CH:39]=[CH:40][CH:41]=[CH:42][CH:43]=4)=[CH:35][CH:36]=3)=[O:28])=[N:23]2)[CH:8]=[C:9]([Cl:21])[C:10]=1[OH:11]. The yield is 0.416. (5) The reactants are C(N(C(C)C)CC)(C)C.[F:10][C:11]1[CH:12]=[C:13]([CH:15]=[CH:16][C:17]=1[F:18])[NH2:14].[O:19]=[C:20]1[C:24]([C:25]2[CH:30]=[CH:29][C:28]([C:31]([F:34])([F:33])[F:32])=[CH:27][CH:26]=2)=[N:23][C:22]2([CH2:38][CH2:37][CH2:36][CH2:35]2)[N:21]1[CH2:39][C:40](O)=[O:41].CN(C(ON1N=NC2C=CC=NC1=2)=[N+](C)C)C.F[P-](F)(F)(F)(F)F. The catalyst is C(Cl)Cl. The product is [F:10][C:11]1[CH:12]=[C:13]([NH:14][C:40](=[O:41])[CH2:39][N:21]2[C:22]3([CH2:35][CH2:36][CH2:37][CH2:38]3)[N:23]=[C:24]([C:25]3[CH:30]=[CH:29][C:28]([C:31]([F:32])([F:33])[F:34])=[CH:27][CH:26]=3)[C:20]2=[O:19])[CH:15]=[CH:16][C:17]=1[F:18]. The yield is 0.590. (6) The reactants are C([O:8][C:9]1[C:10]([O:35][CH2:36][CH3:37])=[CH:11][CH:12]=[C:13]2[C:18]=1[CH:17]=[N:16][CH:15]=[C:14]2[C:19]([C:21]1[CH:26]=[C:25]([O:27][CH3:28])[C:24]([O:29][CH2:30][CH2:31][CH3:32])=[C:23]([O:33][CH3:34])[CH:22]=1)=[O:20])C1C=CC=CC=1.[ClH:38].CO. The catalyst is CCO. The product is [ClH:38].[CH3:28][O:27][C:25]1[CH:26]=[C:21]([C:19]([C:14]2[C:13]3[C:18](=[C:9]([OH:8])[C:10]([O:35][CH2:36][CH3:37])=[CH:11][CH:12]=3)[CH:17]=[N:16][CH:15]=2)=[O:20])[CH:22]=[C:23]([O:33][CH3:34])[C:24]=1[O:29][CH2:30][CH2:31][CH3:32]. The yield is 0.440. (7) The reactants are Cl[C:2]1[N:3]=[C:4]2[CH:12]=[CH:11][N:10]=[CH:9][C:5]2=[N:6][C:7]=1[Cl:8].[F:13][C:14]1[CH:26]=[C:25]([F:27])[CH:24]=[CH:23][C:15]=1[CH2:16][N:17]1[CH2:22][CH2:21][NH:20][CH2:19][CH2:18]1.C(N(CC)CC)C. The catalyst is C(Cl)Cl. The product is [Cl:8][C:7]1[N:6]=[C:5]2[CH:9]=[N:10][CH:11]=[CH:12][C:4]2=[N:3][C:2]=1[N:20]1[CH2:19][CH2:18][N:17]([CH2:16][C:15]2[CH:23]=[CH:24][C:25]([F:27])=[CH:26][C:14]=2[F:13])[CH2:22][CH2:21]1. The yield is 0.800. (8) The reactants are [C:1]([C:3]1[CH:8]=[CH:7][C:6](B(O)O)=[CH:5][CH:4]=1)#[N:2].Br[C:13]1[CH:14]=[N:15][CH:16]=[CH:17][C:18]=1[S:19][C:20]([CH3:27])([CH3:26])[C:21]([O:23][CH2:24][CH3:25])=[O:22].C(#N)C.C(=O)([O-])[O-].[Na+].[Na+]. The catalyst is C1COCC1.C1C=CC(P(C2C=CC=CC=2)[C-]2C=CC=C2)=CC=1.C1C=CC(P(C2C=CC=CC=2)[C-]2C=CC=C2)=CC=1.Cl[Pd]Cl.[Fe+2]. The product is [C:1]([C:3]1[CH:8]=[CH:7][C:6]([C:17]2[CH:16]=[N:15][CH:14]=[CH:13][C:18]=2[S:19][C:20]([CH3:26])([CH3:27])[C:21]([O:23][CH2:24][CH3:25])=[O:22])=[CH:5][CH:4]=1)#[N:2]. The yield is 0.700.